From a dataset of Reaction yield outcomes from USPTO patents with 853,638 reactions. Predict the reaction yield, written as a fraction of the theoretical maximum amount of product (1.0 means a 100% yield; for example, 0.34 means a 34% yield). (1) The reactants are [CH:1](=[O:8])[C:2]1[CH:7]=[CH:6][CH:5]=[N:4][CH:3]=1.[C:9]([O:13][CH2:14][CH3:15])(=[O:12])[CH:10]=[CH2:11]. The catalyst is C1N2CCN(CC2)C1. The product is [CH2:14]([O:13][C:9](=[O:12])[C:10]([CH:1]([OH:8])[C:2]1[CH:3]=[N:4][CH:5]=[CH:6][CH:7]=1)=[CH2:11])[CH3:15]. The yield is 0.950. (2) The reactants are I.[NH2:2][NH:3][C:4]([NH:7][CH3:8])=[N:5][CH3:6].Cl.[C:10](Cl)(=O)[C:11]1[CH:16]=[CH:15][N:14]=[CH:13][CH:12]=1. The catalyst is N1C=CC=CC=1. The product is [CH3:8][NH:7][C:4]1[N:5]([CH3:6])[C:10]([C:11]2[CH:16]=[CH:15][N:14]=[CH:13][CH:12]=2)=[N:2][N:3]=1. The yield is 0.260. (3) The reactants are [Cl:1][C:2]1[C:10]2[N:9]=[C:8]3[N:11]([C:15]4[CH:20]=[CH:19][C:18]([Cl:21])=[CH:17][C:16]=4[Cl:22])[CH2:12][CH2:13][CH2:14][N:7]3[C:6]=2[C:5]([CH:23]([CH2:26][CH3:27])[CH:24]=[O:25])=[CH:4][CH:3]=1.C[Si](C)(C)[C:30]([F:33])([F:32])[F:31].[F-].C([N+](CCCC)(CCCC)CCCC)CCC.Cl. The catalyst is O1CCCC1.C(OCC)(=O)C. The product is [Cl:1][C:2]1[C:10]2[N:9]=[C:8]3[N:11]([C:15]4[CH:20]=[CH:19][C:18]([Cl:21])=[CH:17][C:16]=4[Cl:22])[CH2:12][CH2:13][CH2:14][N:7]3[C:6]=2[C:5]([CH:23]([CH2:26][CH3:27])[CH:24]([OH:25])[C:30]([F:33])([F:32])[F:31])=[CH:4][CH:3]=1. The yield is 0.810.